From a dataset of Forward reaction prediction with 1.9M reactions from USPTO patents (1976-2016). Predict the product of the given reaction. (1) The product is: [C:23]([O:22][C:20]([NH:27][CH2:28][CH2:29][O:18][C:17](=[O:19])[CH2:16][C:11]1[CH:12]=[CH:13][CH:14]=[CH:15][C:10]=1[NH:9][C:3]1[C:2]([Cl:1])=[CH:7][CH:6]=[CH:5][C:4]=1[Cl:8])=[O:21])([CH3:26])([CH3:25])[CH3:24].[Cl:1][C:2]1[CH:7]=[CH:6][CH:5]=[C:4]([Cl:8])[C:3]=1[N:9]1[C:10]2[C:11](=[CH:12][CH:13]=[CH:14][CH:15]=2)[CH2:16][C:17]1=[O:19]. Given the reactants [Cl:1][C:2]1[CH:7]=[CH:6][CH:5]=[C:4]([Cl:8])[C:3]=1[NH:9][C:10]1[CH:15]=[CH:14][CH:13]=[CH:12][C:11]=1[CH2:16][C:17]([OH:19])=[O:18].[C:20]([NH:27][CH2:28][CH2:29]O)([O:22][C:23]([CH3:26])([CH3:25])[CH3:24])=[O:21].C1CCC(N=C=NC2CCCCC2)CC1, predict the reaction product. (2) Given the reactants O1CCCCC1[NH:7][C:8]1[N:13]=[CH:12][N:11]=[C:10]2[N:14](C3CCCCO3)[N:15]=[C:16]([C:17]([F:20])([F:19])[F:18])[C:9]=12.FC(F)(F)C(O)=O, predict the reaction product. The product is: [F:19][C:17]([F:18])([F:20])[C:16]1[C:9]2[C:10](=[N:11][CH:12]=[N:13][C:8]=2[NH2:7])[NH:14][N:15]=1. (3) The product is: [NH:13]1[C:21]2[C:16](=[CH:17][C:18]([CH2:22][C:23]([NH:8][C:7]3[CH:9]=[CH:10][C:4]([S:3][C:2]([F:11])([F:1])[F:12])=[CH:5][CH:6]=3)=[O:24])=[CH:19][CH:20]=2)[CH:15]=[CH:14]1. Given the reactants [F:1][C:2]([F:12])([F:11])[S:3][C:4]1[CH:10]=[CH:9][C:7]([NH2:8])=[CH:6][CH:5]=1.[NH:13]1[C:21]2[C:16](=[CH:17][C:18]([CH2:22][C:23](O)=[O:24])=[CH:19][CH:20]=2)[CH:15]=[CH:14]1.N, predict the reaction product. (4) The product is: [Br:1][C:2]1[CH:3]=[N:4][N:5]([CH:7]([O:9][CH2:10][CH3:11])[CH3:8])[CH:6]=1. Given the reactants [Br:1][C:2]1[CH:3]=[N:4][NH:5][CH:6]=1.[CH:7]([O:9][CH2:10][CH3:11])=[CH2:8].Cl.C([O-])(O)=O.[Na+], predict the reaction product. (5) Given the reactants [S:1]1[C:5]2[C:6]([C:10](OC)=[O:11])=[CH:7][CH:8]=[CH:9][C:4]=2[N:3]=[N:2]1.[H-].C([Al+]CC(C)C)C(C)C.[OH-].[Na+].Cl, predict the reaction product. The product is: [S:1]1[C:5]2[C:6]([CH2:10][OH:11])=[CH:7][CH:8]=[CH:9][C:4]=2[N:3]=[N:2]1.